Task: Predict the reactants needed to synthesize the given product.. Dataset: Full USPTO retrosynthesis dataset with 1.9M reactions from patents (1976-2016) The reactants are: Cl.[N+:2]([C:5]1[CH:12]=[CH:11][C:8]([CH2:9][NH2:10])=[CH:7][CH:6]=1)([O-:4])=[O:3].[C:13]([C:17]1[CH:18]=[C:19]([CH:23]=[C:24]([C:27]([CH3:30])([CH3:29])[CH3:28])[C:25]=1[OH:26])[C:20](O)=[O:21])([CH3:16])([CH3:15])[CH3:14].C(N(CC)CC)C.C1(N=C=NC2CCCCC2)CCCCC1. Given the product [CH3:30][C:27]([C:24]1[CH:23]=[C:19]([CH:18]=[C:17]([C:13]([CH3:16])([CH3:15])[CH3:14])[C:25]=1[OH:26])[C:20]([NH:10][CH2:9][C:8]1[CH:7]=[CH:6][C:5]([N+:2]([O-:4])=[O:3])=[CH:12][CH:11]=1)=[O:21])([CH3:28])[CH3:29], predict the reactants needed to synthesize it.